This data is from Reaction yield outcomes from USPTO patents with 853,638 reactions. The task is: Predict the reaction yield, written as a fraction of the theoretical maximum amount of product (1.0 means a 100% yield; for example, 0.34 means a 34% yield). (1) The reactants are [C:1]([C:5]1[CH:10]=[C:9]([Br:11])[C:8]([N+:12]([O-:14])=[O:13])=[CH:7][C:6]=1[OH:15])([CH3:4])([CH3:3])[CH3:2].C([O-])([O-])=O.[Cs+].[Cs+].[CH2:22](Br)[C:23]1[CH:28]=[CH:27][CH:26]=[CH:25][CH:24]=1. The catalyst is CN(C=O)C.O. The product is [C:1]([C:5]1[CH:10]=[C:9]([Br:11])[C:8]([N+:12]([O-:14])=[O:13])=[CH:7][C:6]=1[O:15][CH2:22][C:23]1[CH:28]=[CH:27][CH:26]=[CH:25][CH:24]=1)([CH3:4])([CH3:2])[CH3:3]. The yield is 0.940. (2) The reactants are FC(F)(F)C(O)=O.[NH2:8][C@@H:9]1[C@@H:14]2[CH2:15][C@@H:11]([CH:12]=[CH:13]2)[C@@H:10]1[C:16]([NH2:18])=[O:17].C(=O)(O)[O-].[Na+].[Cl:24][C:25]1[N:30]=[C:29]([Cl:31])[C:28]([C:32]([F:35])([F:34])[F:33])=[CH:27][N:26]=1.C(O)(C)C. The catalyst is CO.O. The product is [Cl:24][C:25]1[N:26]=[C:27]([NH:8][C@@H:9]2[C@@H:14]3[CH2:15][C@@H:11]([CH:12]=[CH:13]3)[C@@H:10]2[C:16]([NH2:18])=[O:17])[C:28]([C:32]([F:35])([F:33])[F:34])=[CH:29][N:30]=1.[Cl:31][C:29]1[C:28]([C:32]([F:34])([F:33])[F:35])=[CH:27][N:26]=[C:25]([NH:8][C@@H:9]2[C@@H:14]3[CH2:15][C@@H:11]([CH:12]=[CH:13]3)[C@@H:10]2[C:16]([NH2:18])=[O:17])[N:30]=1. The yield is 0.450. (3) The product is [C:31]([O:35][C:24](=[O:25])[NH:26][C:7]1[CH:8]=[C:9]([O:12][CH:13]([CH3:14])[CH3:15])[CH:10]=[C:11]2[C:6]=1[CH2:5][CH2:4][NH:3][C:2]2=[O:1])([CH3:34])([CH3:33])[CH3:32]. The catalyst is O1CCOCC1. The reactants are [O:1]=[C:2]1[C:11]2[CH:10]=[C:9]([O:12][CH:13]([CH3:15])[CH3:14])[CH:8]=[C:7](C(O)=O)[C:6]=2[CH2:5][CH2:4][NH:3]1.C1N=CN([C:24]([N:26]2C=NC=C2)=[O:25])C=1.[C:31]([OH:35])([CH3:34])([CH3:33])[CH3:32]. The yield is 0.420. (4) The product is [CH3:19][N:20]1[CH:24]=[C:23]([C:3]2[C:2]([CH3:1])=[CH:11][C:10]3[C:9]([CH3:13])([CH3:12])[CH2:8][CH2:7][C:6]([CH3:15])([CH3:14])[C:5]=3[CH:4]=2)[CH:22]=[C:21]1[CH:26]=[O:27]. The yield is 0.590. No catalyst specified. The reactants are [CH3:1][C:2]1[C:3](B(O)O)=[CH:4][C:5]2[C:6]([CH3:15])([CH3:14])[CH2:7][CH2:8][C:9]([CH3:13])([CH3:12])[C:10]=2[CH:11]=1.[CH3:19][N:20]1[CH:24]=[C:23](Br)[CH:22]=[C:21]1[CH:26]=[O:27]. (5) The reactants are [N:1]1([C:7]2[C:8]3[N:16]=[C:15]([C:17]4[CH:22]=[CH:21][CH:20]=[CH:19][N:18]=4)[S:14][C:9]=3[N:10]=[C:11]([NH2:13])[N:12]=2)[CH2:6][CH2:5][NH:4][CH2:3][CH2:2]1.[Cl:23][C:24]1[CH:34]=[CH:33][C:27]([O:28][CH2:29][C:30](O)=[O:31])=[CH:26][CH:25]=1. No catalyst specified. The product is [NH2:13][C:11]1[N:12]=[C:7]([N:1]2[CH2:6][CH2:5][N:4]([C:30](=[O:31])[CH2:29][O:28][C:27]3[CH:33]=[CH:34][C:24]([Cl:23])=[CH:25][CH:26]=3)[CH2:3][CH2:2]2)[C:8]2[N:16]=[C:15]([C:17]3[CH:22]=[CH:21][CH:20]=[CH:19][N:18]=3)[S:14][C:9]=2[N:10]=1. The yield is 0.570. (6) The reactants are [CH:1]([C:3]1[CH:8]=[CH:7][C:6]([CH:9]2[C:13]3[C:14]([CH3:28])=[C:15]([NH:20][C:21](=[O:27])[CH2:22][C:23]([CH3:26])([CH3:25])[CH3:24])[C:16]([CH3:19])=[C:17]([CH3:18])[C:12]=3[O:11][CH2:10]2)=[CH:5][CH:4]=1)=O.[C:29]([O:32][CH2:33][CH3:34])(=[O:31])[CH3:30]. No catalyst specified. The product is [CH3:24][C:23]([CH3:26])([CH3:25])[CH2:22][C:21]([NH:20][C:15]1[C:16]([CH3:19])=[C:17]([CH3:18])[C:12]2[O:11][CH2:10][CH:9]([C:6]3[CH:5]=[CH:4][C:3](/[CH:1]=[CH:30]/[C:29]([O:32][CH2:33][CH3:34])=[O:31])=[CH:8][CH:7]=3)[C:13]=2[C:14]=1[CH3:28])=[O:27]. The yield is 0.810. (7) The reactants are [ClH:1].O1CCOCC1.OC(C(F)(F)F)=O.[N:15]1([C:21]([N:23]2[CH2:28][CH2:27][N:26](C(OC(C)(C)C)=O)[CH2:25][CH:24]2[CH2:36][O:37][C:38]2[CH:39]=[N:40][CH:41]=[CH:42][CH:43]=2)=[O:22])[CH2:20][CH2:19][CH2:18][CH2:17][CH2:16]1. The catalyst is CO. The product is [ClH:1].[ClH:1].[N:15]1([C:21]([N:23]2[CH2:28][CH2:27][NH:26][CH2:25][CH:24]2[CH2:36][O:37][C:38]2[CH:39]=[N:40][CH:41]=[CH:42][CH:43]=2)=[O:22])[CH2:20][CH2:19][CH2:18][CH2:17][CH2:16]1. The yield is 1.00. (8) The reactants are [N+:1]([C:4]1C2C(=CC=CC=2)C=C[C:5]=1[NH:14][C:15]1[CH:20]=[CH:19][C:18](N)=[CH:17][CH:16]=1)([O-])=O.[CH3:22][O:23][C:24]1[CH:25]=[C:26]([CH2:30][CH2:31][C:32](O)=O)[CH:27]=[CH:28][CH:29]=1.[O:35]=[C:36]([NH:42][C:43]1[C:52]2[C:47](=[CH:48][CH:49]=[CH:50][CH:51]=2)[CH:46]=[CH:45][C:44]=1[NH:53]C1C=CC=C(N2C(CCC3C=CC=CN=3)=NN=N2)C=1)C(OCC)=O.Cl.Cl.C(C1N(C2C=CC(C3C4C=CC5C(=CC=CC=5)C=4N[C:98](=[O:101])[CH2:99]N=3)=CC=2)C=CN=1)CC1C=CC=CC=1.N1C=CC=CC=1CCC1N(C2C=C(NC3C(N)=CC=C4C=3C=CC=C4)C=CC=2)N=NN=1. The product is [CH3:22][O:23][C:24]1[CH:25]=[C:26]([CH:27]=[CH:28][CH:29]=1)[CH2:30][CH2:31][C:32]1[N:14]([C:15]2[CH:16]=[CH:17][C:18]([N:53]3[C:98](=[O:101])[CH2:99][C:36](=[O:35])[NH:42][C:43]4[C:52]5[C:47]([CH:46]=[CH:45][C:44]3=4)=[CH:48][CH:49]=[CH:50][CH:51]=5)=[CH:19][CH:20]=2)[CH:5]=[CH:4][N:1]=1. The yield is 0.260. No catalyst specified. (9) The reactants are [OH:1][C:2]1[CH:3]=[C:4]([NH:8][C:9]2[N:14]=[C:13]([NH:15][C:16]3[CH:21]=[CH:20][CH:19]=[C:18]([OH:22])[CH:17]=3)[C:12]([F:23])=[CH:11][N:10]=2)[CH:5]=[CH:6][CH:7]=1.OC1C=C(C=CC=1[C:32]([O:34][CH3:35])=[O:33])N.ClC1N=C(Cl)C(F)=CN=1. No catalyst specified. The product is [OH:1][C:2]1[CH:3]=[C:4]([NH:8][C:9]2[N:14]=[C:13]([NH:15][C:16]3[CH:21]=[CH:20][C:19]([C:32]([O:34][CH3:35])=[O:33])=[C:18]([OH:22])[CH:17]=3)[C:12]([F:23])=[CH:11][N:10]=2)[CH:5]=[CH:6][C:7]=1[C:32]([O:34][CH3:35])=[O:33]. The yield is 0.410. (10) The reactants are [CH:1]1([CH:7]([NH:24][C:25]2[CH:34]=[CH:33][C:28]([C:29]([O:31]C)=[O:30])=[CH:27][CH:26]=2)[C:8]2[S:9][C:10]([C:14]3[CH:19]=[CH:18][C:17]([C:20]([F:23])([F:22])[F:21])=[CH:16][CH:15]=3)=[CH:11][C:12]=2[CH3:13])[CH2:6][CH2:5][CH2:4][CH2:3][CH2:2]1.[OH-].[Li+].O.Cl. The catalyst is CO.O1CCCC1. The product is [CH:1]1([CH:7]([NH:24][C:25]2[CH:34]=[CH:33][C:28]([C:29]([OH:31])=[O:30])=[CH:27][CH:26]=2)[C:8]2[S:9][C:10]([C:14]3[CH:19]=[CH:18][C:17]([C:20]([F:22])([F:21])[F:23])=[CH:16][CH:15]=3)=[CH:11][C:12]=2[CH3:13])[CH2:6][CH2:5][CH2:4][CH2:3][CH2:2]1. The yield is 0.430.